Task: Predict the reactants needed to synthesize the given product.. Dataset: Full USPTO retrosynthesis dataset with 1.9M reactions from patents (1976-2016) (1) Given the product [C:9]1([CH3:12])[CH:10]=[CH:11][C:6]([C:3]#[C:2][CH2:1][OH:4])=[CH:7][CH:8]=1, predict the reactants needed to synthesize it. The reactants are: [CH2:1]([OH:4])[C:2]#[CH:3].I[C:6]1[CH:11]=[CH:10][C:9]([CH3:12])=[CH:8][CH:7]=1.C(N(CC)CC)C. (2) Given the product [Br:9][C:7]1[CH:6]=[CH:5][C:4]([OH:10])=[C:3]([NH:2][C:16]2[CH:17]=[CH:12][C:13]([N+:21]([O-:23])=[O:22])=[CH:14][C:15]=2[N+:18]([O-:20])=[O:19])[CH:8]=1, predict the reactants needed to synthesize it. The reactants are: Cl.[NH2:2][C:3]1[CH:8]=[C:7]([Br:9])[CH:6]=[CH:5][C:4]=1[OH:10].F[C:12]1[CH:17]=[CH:16][C:15]([N+:18]([O-:20])=[O:19])=[CH:14][C:13]=1[N+:21]([O-:23])=[O:22].C([O-])(=O)C.[Na+]. (3) Given the product [CH3:9][O:8][C:6]1[C:5]([C:10]2[CH:11]=[CH:12][C:13](=[O:17])[N:14]([CH3:16])[CH:15]=2)=[CH:4][CH:3]=[C:2]([NH:1][C:19]2[CH:20]=[CH:21][C:22]3[CH2:23][N:24]([CH3:35])[CH2:25][CH:26]([CH2:30][C:31]([F:32])([F:34])[F:33])[O:27][C:28]=3[N:29]=2)[N:7]=1, predict the reactants needed to synthesize it. The reactants are: [NH2:1][C:2]1[N:7]=[C:6]([O:8][CH3:9])[C:5]([C:10]2[CH:11]=[CH:12][C:13](=[O:17])[N:14]([CH3:16])[CH:15]=2)=[CH:4][CH:3]=1.Cl[C:19]1[CH:20]=[CH:21][C:22]2[CH2:23][N:24]([CH3:35])[CH2:25][CH:26]([CH2:30][C:31]([F:34])([F:33])[F:32])[O:27][C:28]=2[N:29]=1.CC1(C)C2C=CC=C(P(C3C=CC=CC=3)C3C=CC=CC=3)C=2OC2C1=CC=CC=2P(C1C=CC=CC=1)C1C=CC=CC=1.CCC([O-])(C)C.[Na+]. (4) Given the product [CH:11]1([N:8]2[C:9]3[C:5](=[CH:4][CH:3]=[C:2]([N:1]4[CH2:22][CH2:21][O:20][CH2:19][CH2:18]4)[CH:10]=3)[C:6]([C:15]#[N:16])=[CH:7]2)[CH2:14][CH2:13][CH2:12]1, predict the reactants needed to synthesize it. The reactants are: [NH2:1][C:2]1[CH:10]=[C:9]2[C:5]([C:6]([C:15]#[N:16])=[CH:7][N:8]2[CH:11]2[CH2:14][CH2:13][CH2:12]2)=[CH:4][CH:3]=1.Br[CH2:18][CH2:19][O:20][CH2:21][CH2:22]Br.CCN(C(C)C)C(C)C. (5) Given the product [CH2:19]([NH:1][C:2]1[CH:3]=[C:4]([C:9]2[S:13][C:12]([NH:14][C:15](=[O:17])[CH3:16])=[N:11][C:10]=2[CH3:18])[CH:5]=[N:6][C:7]=1[Cl:8])[C:20]1[CH:25]=[CH:24][CH:23]=[CH:22][CH:21]=1, predict the reactants needed to synthesize it. The reactants are: [NH2:1][C:2]1[CH:3]=[C:4]([C:9]2[S:13][C:12]([NH:14][C:15](=[O:17])[CH3:16])=[N:11][C:10]=2[CH3:18])[CH:5]=[N:6][C:7]=1[Cl:8].[CH:19](=O)[C:20]1[CH:25]=[CH:24][CH:23]=[CH:22][CH:21]=1.C([BH3-])#N.[Na+].Cl[Si](C)(C)C. (6) Given the product [NH2:26][C:14]1[CH:13]=[C:12]([N:2]([CH3:1])[S:3]([C:6]2[CH:7]=[CH:8][CH:9]=[CH:10][CH:11]=2)(=[O:5])=[O:4])[CH:17]=[CH:16][C:15]=1[NH:18][CH2:19][C:20]1[CH:25]=[CH:24][N:23]=[CH:22][CH:21]=1, predict the reactants needed to synthesize it. The reactants are: [CH3:1][N:2]([C:12]1[CH:17]=[CH:16][C:15]([NH:18][CH2:19][C:20]2[CH:25]=[CH:24][N:23]=[CH:22][CH:21]=2)=[C:14]([N+:26]([O-])=O)[CH:13]=1)[S:3]([C:6]1[CH:11]=[CH:10][CH:9]=[CH:8][CH:7]=1)(=[O:5])=[O:4]. (7) Given the product [OH:1][CH:2]1[CH:14]2[CH:10]([C:11](=[O:15])[O:12][CH2:13]2)[CH2:9][CH:8]2[CH:3]1[CH2:4][CH2:5][CH2:6][CH2:7]2, predict the reactants needed to synthesize it. The reactants are: [OH:1][CH:2]1[CH:14]2[CH:10]([C:11](=[O:15])[O:12][CH2:13]2)[CH:9]=[C:8]2[CH:3]1[CH2:4][CH2:5][CH2:6][CH2:7]2.